Dataset: Full USPTO retrosynthesis dataset with 1.9M reactions from patents (1976-2016). Task: Predict the reactants needed to synthesize the given product. (1) Given the product [F:47][C:48]1[CH:49]=[CH:50][C:51]2[N:52]([CH:54]=[C:55]([C:57]([NH:59][C@H:60]3[CH2:65][CH2:64][C@@H:63]([N:66]4[C:71](=[O:72])[C:70]5[CH:73]=[C:74]([F:77])[CH:75]=[N:76][C:69]=5[N:68]([C:78]5[CH:83]=[C:82]([C:39]6[CH:40]=[CH:41][CH:42]=[CH:43][C:38]=6[CH:36]=[O:37])[CH:81]=[CH:80][CH:79]=5)[C:67]4=[O:85])[CH2:62][CH2:61]3)=[O:58])[N:56]=2)[CH:53]=1, predict the reactants needed to synthesize it. The reactants are: C1(P(C2CCCCC2)C2C=CC=CC=2C2C(OC)=CC=CC=2OC)CCCCC1.C(=O)([O-])[O-].[K+].[K+].[CH:36]([C:38]1[CH:43]=[CH:42][CH:41]=[CH:40][C:39]=1B(O)O)=[O:37].[F:47][C:48]1[CH:49]=[CH:50][C:51]2[N:52]([CH:54]=[C:55]([C:57]([NH:59][C@H:60]3[CH2:65][CH2:64][C@@H:63]([N:66]4[C:71](=[O:72])[C:70]5[CH:73]=[C:74]([F:77])[CH:75]=[N:76][C:69]=5[N:68]([C:78]5[CH:83]=[CH:82][CH:81]=[C:80](I)[CH:79]=5)[C:67]4=[O:85])[CH2:62][CH2:61]3)=[O:58])[N:56]=2)[CH:53]=1. (2) Given the product [CH3:39][C@H:10]([NH:9][CH2:8][CH2:7][C:6]([OH:40])=[O:5])[C:11](=[O:38])[N:12]1[C:20]2[C:15](=[CH:16][C:17]([O:21][CH2:22][C:23]3[S:24][C:25]([C:34]([F:37])([F:35])[F:36])=[C:26]([C:28]4[CH:33]=[CH:32][CH:31]=[CH:30][CH:29]=4)[CH:27]=3)=[CH:18][CH:19]=2)[CH2:14][CH2:13]1, predict the reactants needed to synthesize it. The reactants are: C([O:5][C:6](=[O:40])[CH2:7][CH2:8][NH:9][C@@H:10]([CH3:39])[C:11](=[O:38])[N:12]1[C:20]2[C:15](=[CH:16][C:17]([O:21][CH2:22][C:23]3[S:24][C:25]([C:34]([F:37])([F:36])[F:35])=[C:26]([C:28]4[CH:33]=[CH:32][CH:31]=[CH:30][CH:29]=4)[CH:27]=3)=[CH:18][CH:19]=2)[CH2:14][CH2:13]1)(C)(C)C. (3) Given the product [O:41]1[CH2:46][CH2:45][CH:44]([CH2:47][NH:48][C:19](=[O:20])[CH2:18][O:17][C:13]2[CH:12]=[C:11]3[C:16](=[CH:15][CH:14]=2)[N:8]([CH2:7][C:6]2[CH:36]=[CH:37][C:3]([C:2]([F:38])([F:39])[F:1])=[CH:4][CH:5]=2)[CH:9]=[C:10]3[CH:22]=[N:23][O:24][CH2:25][C:26]2[CH:31]=[CH:30][C:29]([C:32]([F:35])([F:33])[F:34])=[CH:28][CH:27]=2)[CH2:43][CH2:42]1, predict the reactants needed to synthesize it. The reactants are: [F:1][C:2]([F:39])([F:38])[C:3]1[CH:37]=[CH:36][C:6]([CH2:7][N:8]2[C:16]3[C:11](=[CH:12][C:13]([O:17][CH2:18][C:19](O)=[O:20])=[CH:14][CH:15]=3)[C:10]([CH:22]=[N:23][O:24][CH2:25][C:26]3[CH:31]=[CH:30][C:29]([C:32]([F:35])([F:34])[F:33])=[CH:28][CH:27]=3)=[CH:9]2)=[CH:5][CH:4]=1.Cl.[O:41]1[CH2:46][CH2:45][CH:44]([CH2:47][NH2:48])[CH2:43][CH2:42]1.C1C=CC2N(O)N=NC=2C=1.CCN=C=NCCCN(C)C.Cl.C(N1CCOCC1)C.